From a dataset of Forward reaction prediction with 1.9M reactions from USPTO patents (1976-2016). Predict the product of the given reaction. (1) Given the reactants [Cl:1][C:2]1[C:3]2[C:10]([C:11]([OH:13])=O)=[CH:9][NH:8][C:4]=2[N:5]=[CH:6][N:7]=1.C[N:15](C=O)C.C(Cl)(=O)C(Cl)=O, predict the reaction product. The product is: [Cl:1][C:2]1[C:3]2[C:10]([C:11]([NH2:15])=[O:13])=[CH:9][NH:8][C:4]=2[N:5]=[CH:6][N:7]=1. (2) Given the reactants [Cl:1][C:2]1[N:7]=[C:6]([NH:8][CH2:9][CH2:10][C:11](OCC)=[O:12])[C:5]([N+:16]([O-])=O)=[CH:4][CH:3]=1, predict the reaction product. The product is: [Cl:1][C:2]1[CH:3]=[CH:4][C:5]2[NH:16][C:11](=[O:12])[CH2:10][CH2:9][NH:8][C:6]=2[N:7]=1. (3) The product is: [N:12]1[CH:17]=[CH:16][CH:15]=[CH:14][C:13]=1[S:18]([NH:11][CH2:10][CH2:9][NH:8][C:1](=[O:2])[O:3][C:4]([CH3:5])([CH3:6])[CH3:7])(=[O:20])=[O:19]. Given the reactants [C:1]([NH:8][CH2:9][CH2:10][NH2:11])([O:3][C:4]([CH3:7])([CH3:6])[CH3:5])=[O:2].[N:12]1[CH:17]=[CH:16][CH:15]=[CH:14][C:13]=1[S:18](Cl)(=[O:20])=[O:19].S(Cl)(Cl)(=O)=O.CCN(C(C)C)C(C)C, predict the reaction product. (4) Given the reactants [O:1]=[C:2]1[NH:8][C:7]2[CH:9]=[CH:10][CH:11]=[CH:12][C:6]=2[O:5][C@H:4]([C:13]2[CH:18]=[CH:17][CH:16]=[CH:15][CH:14]=2)[C@@H:3]1[NH:19][C:20](=[O:26])[O:21][C:22]([CH3:25])([CH3:24])[CH3:23].Br[CH2:28][CH:29]1[CH2:31][CH2:30]1.C(=O)([O-])[O-].[Cs+].[Cs+], predict the reaction product. The product is: [CH:29]1([CH2:28][N:8]2[C:7]3[CH:9]=[CH:10][CH:11]=[CH:12][C:6]=3[O:5][C@H:4]([C:13]3[CH:18]=[CH:17][CH:16]=[CH:15][CH:14]=3)[C@H:3]([NH:19][C:20](=[O:26])[O:21][C:22]([CH3:23])([CH3:25])[CH3:24])[C:2]2=[O:1])[CH2:31][CH2:30]1. (5) Given the reactants [CH:1]1([C:8](OC)=[O:9])[CH2:7][CH2:6][CH2:5][CH2:4][CH2:3][CH2:2]1.[H-].[Al+3].[Li+].[H-].[H-].[H-].[OH-].[Na+].C(OCC)(=O)C, predict the reaction product. The product is: [CH:1]1([CH2:8][OH:9])[CH2:7][CH2:6][CH2:5][CH2:4][CH2:3][CH2:2]1. (6) Given the reactants [Br:1][C:2]1[CH:3]=[C:4]2[C:9](=[CH:10][C:11]=1[CH2:12][N:13]1[CH2:18][CH2:17][NH:16][CH2:15][CH2:14]1)[N:8]=[CH:7][N:6]([CH2:19][C:20]1[CH:25]=[C:24]([Cl:26])[CH:23]=[CH:22][C:21]=1[S:27]([CH2:30][CH3:31])(=[O:29])=[O:28])[C:5]2=[O:32].[CH3:33][N:34]1[CH2:39][CH2:38][C:37](=O)[CH2:36][CH2:35]1, predict the reaction product. The product is: [Br:1][C:2]1[CH:3]=[C:4]2[C:9](=[CH:10][C:11]=1[CH2:12][N:13]1[CH2:14][CH2:15][N:16]([CH:37]3[CH2:38][CH2:39][N:34]([CH3:33])[CH2:35][CH2:36]3)[CH2:17][CH2:18]1)[N:8]=[CH:7][N:6]([CH2:19][C:20]1[CH:25]=[C:24]([Cl:26])[CH:23]=[CH:22][C:21]=1[S:27]([CH2:30][CH3:31])(=[O:28])=[O:29])[C:5]2=[O:32]. (7) Given the reactants [Br:1][C:2]1[CH:3]=[CH:4][C:5]([F:18])=[C:6]([C@@:8]2([CH3:17])[NH:13][C:12](=O)[CH2:11][S:10](=[O:16])(=[O:15])[CH2:9]2)[CH:7]=1.F[C:20](F)(F)C(O)=O.FC(F)(F)S(O)(=O)=O.[C:34]([O-:37])([O-])=O.[Na+].[Na+], predict the reaction product. The product is: [Br:1][C:2]1[CH:3]=[CH:4][C:5]([F:18])=[C:6]([C@@:8]2([CH3:17])[NH:13][C:34](=[O:37])[C:11]([CH3:20])([CH3:12])[S:10](=[O:16])(=[O:15])[CH2:9]2)[CH:7]=1. (8) Given the reactants C(OC(=O)[NH:10][C@@H:11]1[CH2:15][C:14](=[O:16])[N:13]([CH2:17][C:18]2[CH:23]=[CH:22][CH:21]=[CH:20][CH:19]=2)[C:12]1=[O:24])C1C=CC=CC=1.[C:26]([OH:29])(=[O:28])[CH3:27], predict the reaction product. The product is: [C:26]([OH:29])(=[O:28])[CH3:27].[NH2:10][C@@H:11]1[CH2:15][C:14](=[O:16])[N:13]([CH2:17][C:18]2[CH:19]=[CH:20][CH:21]=[CH:22][CH:23]=2)[C:12]1=[O:24]. (9) Given the reactants [C:1]([NH:11][C@H:12]([C:16]([OH:18])=O)[CH2:13][O:14][CH3:15])([O:3][CH2:4][C:5]1[CH:10]=[CH:9][CH:8]=[CH:7][CH:6]=1)=[O:2].CO[CH:21](OC)[CH2:22][NH2:23].CC1C=CC(S(O)(=O)=O)=CC=1.O, predict the reaction product. The product is: [CH2:4]([O:3][C:1]([N:11]1[CH2:21][CH2:22][NH:23][C:16](=[O:18])[CH:12]1[CH2:13][O:14][CH3:15])=[O:2])[C:5]1[CH:6]=[CH:7][CH:8]=[CH:9][CH:10]=1. (10) Given the reactants [H-].[Na+].[Br:3][C:4]1[CH:5]=[C:6]([CH2:10][OH:11])[CH:7]=[N:8][CH:9]=1.[CH3:12][S:13](Cl)(=[O:15])=[O:14].O, predict the reaction product. The product is: [CH3:12][S:13]([O:11][CH2:10][C:6]1[CH:7]=[N:8][CH:9]=[C:4]([Br:3])[CH:5]=1)(=[O:15])=[O:14].